From a dataset of Full USPTO retrosynthesis dataset with 1.9M reactions from patents (1976-2016). Predict the reactants needed to synthesize the given product. (1) Given the product [CH3:37][O:36][C:34](=[O:35])[CH2:33][NH:32][C:26](=[O:28])[C:25]1[CH:29]=[CH:30][CH:31]=[C:23]([C:20]2([NH:19][C:17]([C:16]3[C:11]4[CH:10]=[N:9][N:8]([C:5]5[CH:6]=[CH:7][C:2]([F:1])=[CH:3][CH:4]=5)[C:12]=4[CH:13]=[N:14][CH:15]=3)=[O:18])[CH2:22][CH2:21]2)[CH:24]=1, predict the reactants needed to synthesize it. The reactants are: [F:1][C:2]1[CH:7]=[CH:6][C:5]([N:8]2[C:12]3[CH:13]=[N:14][CH:15]=[C:16]([C:17]([NH:19][C:20]4([C:23]5[CH:24]=[C:25]([CH:29]=[CH:30][CH:31]=5)[C:26]([OH:28])=O)[CH2:22][CH2:21]4)=[O:18])[C:11]=3[CH:10]=[N:9]2)=[CH:4][CH:3]=1.[NH2:32][CH2:33][C:34]([O:36][CH3:37])=[O:35].Cl.C(N(CC)C(C)C)(C)C.CN(C(ON1N=NC2C=CC=CC1=2)=[N+](C)C)C.[B-](F)(F)(F)F. (2) The reactants are: [CH3:1][O:2][C:3]([C:5]1[O:6][C:7]2[CH:13]=[CH:12][C:11]([S:14]C(=O)N(C)C)=[CH:10][C:8]=2[CH:9]=1)=[O:4].[OH-].[K+].Cl.OS(O)(=O)=O. Given the product [CH3:1][O:2][C:3]([C:5]1[O:6][C:7]2[CH:13]=[CH:12][C:11]([SH:14])=[CH:10][C:8]=2[CH:9]=1)=[O:4], predict the reactants needed to synthesize it. (3) Given the product [Cl:1][C:2]1[C:3]([N:8]2[C:12]([C:26]([Cl:21])=[O:22])=[CH:11][C:10]([C:13]([F:16])([F:14])[F:15])=[N:9]2)=[N:4][CH:5]=[CH:6][CH:7]=1, predict the reactants needed to synthesize it. The reactants are: [Cl:1][C:2]1[C:3]([N:8]2[CH:12]=[CH:11][C:10]([C:13]([F:16])([F:15])[F:14])=[N:9]2)=[N:4][CH:5]=[CH:6][CH:7]=1.C([Mg][Cl:21])(C)C.[O:22]1[CH2:26]CCC1. (4) Given the product [CH:4]([NH:11][N:12]([C:28]1[CH:33]=[CH:32][C:31]([O:34][C:35]2[CH:40]=[CH:39][CH:38]=[CH:37][CH:36]=2)=[CH:30][CH:29]=1)[C:13]([NH:15][C:16]1[CH:17]=[CH:18][C:19]([O:22][CH2:23][CH2:24][N:25]([CH3:27])[CH3:26])=[CH:20][CH:21]=1)=[O:14])=[O:2], predict the reactants needed to synthesize it. The reactants are: C(O)=[O:2].[CH:4](=[N:11][N:12]([C:28]1[CH:33]=[CH:32][C:31]([O:34][C:35]2[CH:40]=[CH:39][CH:38]=[CH:37][CH:36]=2)=[CH:30][CH:29]=1)[C:13]([NH:15][C:16]1[CH:21]=[CH:20][C:19]([O:22][CH2:23][CH2:24][N:25]([CH3:27])[CH3:26])=[CH:18][CH:17]=1)=[O:14])C1C=CC=CC=1. (5) Given the product [C:16]([O:19][C:20]([N:1]1[C:9]2[C:4](=[CH:5][CH:6]=[CH:7][CH:8]=2)[C:3](/[CH:10]=[CH:11]/[C:12]([OH:14])=[O:13])=[CH:2]1)=[O:21])([CH3:18])([CH3:17])[CH3:15], predict the reactants needed to synthesize it. The reactants are: [NH:1]1[C:9]2[C:4](=[CH:5][CH:6]=[CH:7][CH:8]=2)[C:3](/[CH:10]=[CH:11]/[C:12]([OH:14])=[O:13])=[CH:2]1.[CH3:15][C:16]([O:19][C:20](O[C:20]([O:19][C:16]([CH3:18])([CH3:17])[CH3:15])=[O:21])=[O:21])([CH3:18])[CH3:17].CCN(CC)CC. (6) Given the product [F:66][C:61]1[CH:62]=[CH:63][CH:64]=[CH:65][C:60]=1[C:58]1[CH:59]=[C:54]([NH:53][C:51](=[O:52])[C:50]2[CH:67]=[CH:68][N:69]=[C:48]([NH:46][C:43]3[CH:42]=[CH:41][C:40]([F:39])=[CH:45][N:44]=3)[CH:49]=2)[CH:55]=[N:56][CH:57]=1, predict the reactants needed to synthesize it. The reactants are: CC(C1C=C(C(C)C)C(C2C(P(C3CCCCC3)C3CCCCC3)=C(OC)C=CC=2OC)=C(C(C)C)C=1)C.[F:39][C:40]1[CH:41]=[CH:42][C:43]([NH2:46])=[N:44][CH:45]=1.Cl[C:48]1[CH:49]=[C:50]([CH:67]=[CH:68][N:69]=1)[C:51]([NH:53][C:54]1[CH:55]=[N:56][CH:57]=[C:58]([C:60]2[CH:65]=[CH:64][CH:63]=[CH:62][C:61]=2[F:66])[CH:59]=1)=[O:52].C([O-])([O-])=O.[K+].[K+].